This data is from Catalyst prediction with 721,799 reactions and 888 catalyst types from USPTO. The task is: Predict which catalyst facilitates the given reaction. (1) Product: [Cl:15][C:16]1[CH:24]=[C:23]([Cl:25])[CH:22]=[CH:21][C:17]=1[C:18]([NH:14][S:11](/[CH:10]=[CH:9]/[C:5]1[CH:4]=[N:3][CH:8]=[CH:7][CH:6]=1)(=[O:12])=[O:13])=[O:19]. Reactant: [H-].[Na+].[N:3]1[CH:8]=[CH:7][CH:6]=[C:5](/[CH:9]=[CH:10]/[S:11]([NH2:14])(=[O:13])=[O:12])[CH:4]=1.[Cl:15][C:16]1[CH:24]=[C:23]([Cl:25])[CH:22]=[CH:21][C:17]=1[C:18](Cl)=[O:19].O. The catalyst class is: 12. (2) Reactant: C[O:2][C:3](=[O:41])[CH2:4][O:5][CH2:6][C:7]1[CH:12]=[CH:11][C:10]([C:13]([C:18]2[CH:23]=[CH:22][C:21]([O:24][CH2:25][CH:26]([O:31][Si](C(C)(C)C)(C)C)[C:27]([CH3:30])([CH3:29])[CH3:28])=[C:20]([CH3:39])[CH:19]=2)([CH2:16][CH3:17])[CH2:14][CH3:15])=[CH:9][C:8]=1[CH3:40].C1COCC1.CCCC[N+](CCCC)(CCCC)CCCC.[F-].[OH-].[Na+]. Product: [CH2:14]([C:13]([C:10]1[CH:11]=[CH:12][C:7]([CH2:6][O:5][CH2:4][C:3]([OH:41])=[O:2])=[C:8]([CH3:40])[CH:9]=1)([C:18]1[CH:23]=[CH:22][C:21]([O:24][CH2:25][CH:26]([OH:31])[C:27]([CH3:29])([CH3:30])[CH3:28])=[C:20]([CH3:39])[CH:19]=1)[CH2:16][CH3:17])[CH3:15]. The catalyst class is: 6. (3) Reactant: Br[C:2]1[C:3]([C:21]#[N:22])=[CH:4][C:5]([F:20])=[C:6]([NH:8][C@H:9]([CH2:13][C:14]2[CH:19]=[CH:18][CH:17]=[CH:16][N:15]=2)[C:10]([NH2:12])=[O:11])[CH:7]=1.Cl.[NH2:24][C:25]1[S:29][N:28]=[C:27]([CH3:30])[CH:26]=1.C([O-])([O-])=O.[K+].[K+].C1C=CC(P(C2C(C3C(P(C4C=CC=CC=4)C4C=CC=CC=4)=CC=C4C=3C=CC=C4)=C3C(C=CC=C3)=CC=2)C2C=CC=CC=2)=CC=1. Product: [C:21]([C:3]1[C:2]([NH:24][C:25]2[S:29][N:28]=[C:27]([CH3:30])[CH:26]=2)=[CH:7][C:6]([NH:8][C@H:9]([CH2:13][C:14]2[CH:19]=[CH:18][CH:17]=[CH:16][N:15]=2)[C:10]([NH2:12])=[O:11])=[C:5]([F:20])[CH:4]=1)#[N:22]. The catalyst class is: 231. (4) Reactant: I[C:2]1[CH:7]=[CH:6][CH:5]=[CH:4][C:3]=1[CH2:8][C:9]([O:11][CH3:12])=[O:10].[CH3:13][Si:14]([C:17]#[CH:18])([CH3:16])[CH3:15]. Product: [CH3:13][Si:14]([C:17]#[C:18][C:2]1[CH:7]=[CH:6][CH:5]=[CH:4][C:3]=1[CH2:8][C:9]([O:11][CH3:12])=[O:10])([CH3:16])[CH3:15]. The catalyst class is: 235.